From a dataset of NCI-60 drug combinations with 297,098 pairs across 59 cell lines. Regression. Given two drug SMILES strings and cell line genomic features, predict the synergy score measuring deviation from expected non-interaction effect. (1) Drug 1: CC1CCC2CC(C(=CC=CC=CC(CC(C(=O)C(C(C(=CC(C(=O)CC(OC(=O)C3CCCCN3C(=O)C(=O)C1(O2)O)C(C)CC4CCC(C(C4)OC)O)C)C)O)OC)C)C)C)OC. Drug 2: COC1=C2C(=CC3=C1OC=C3)C=CC(=O)O2. Cell line: HT29. Synergy scores: CSS=21.4, Synergy_ZIP=-4.50, Synergy_Bliss=-0.848, Synergy_Loewe=-14.2, Synergy_HSA=-0.559. (2) Cell line: SF-539. Synergy scores: CSS=-0.744, Synergy_ZIP=-2.29, Synergy_Bliss=-5.55, Synergy_Loewe=-5.59, Synergy_HSA=-5.47. Drug 1: C1CCN(CC1)CCOC2=CC=C(C=C2)C(=O)C3=C(SC4=C3C=CC(=C4)O)C5=CC=C(C=C5)O. Drug 2: CN(C)N=NC1=C(NC=N1)C(=O)N.